Predict the reactants needed to synthesize the given product. From a dataset of Full USPTO retrosynthesis dataset with 1.9M reactions from patents (1976-2016). (1) Given the product [F:1][C:2]1[CH:7]=[CH:6][CH:5]=[CH:4][C:3]=1[CH2:8][C:9]1[N:18]([C:12]2[CH:13]=[CH:14][CH:15]=[CH:16][CH:17]=2)[C:19](=[S:22])[NH:20][N:21]=1, predict the reactants needed to synthesize it. The reactants are: [F:1][C:2]1[CH:7]=[CH:6][CH:5]=[CH:4][C:3]=1[CH2:8][C:9](O)=O.[C:12]1([NH:18][C:19](=[S:22])[NH:20][NH2:21])[CH:17]=[CH:16][CH:15]=[CH:14][CH:13]=1. (2) Given the product [Cl:1][CH2:2][CH2:3][CH2:4][S:5]([O:8][CH2:9][C:10]([CH3:22])([CH3:23])[CH:11]([O:14][CH2:15][C:16]1[CH:17]=[CH:18][CH:19]=[CH:20][CH:21]=1)[CH:12]=[O:26])(=[O:6])=[O:7], predict the reactants needed to synthesize it. The reactants are: [Cl:1][CH2:2][CH2:3][CH2:4][S:5]([O:8][CH2:9][C:10]([CH3:23])([CH3:22])[CH:11]([O:14][CH2:15][C:16]1[CH:21]=[CH:20][CH:19]=[CH:18][CH:17]=1)[CH:12]=C)(=[O:7])=[O:6].O=O.[O:26]=[O+][O-].CSC. (3) Given the product [F:36][C:33]([F:34])([F:35])[C:3]1[CH:4]=[C:5]([S:8]([NH2:11])(=[O:10])=[O:9])[CH:6]=[CH:7][CH:2]=1, predict the reactants needed to synthesize it. The reactants are: Cl[C:2]1[CH:7]=[CH:6][C:5]([S:8]([N:11](C2C(C(=O)C3C=CC=CC=3OCC)=NC=C(Cl)C=2)COC)(=[O:10])=[O:9])=[CH:4][C:3]=1[C:33]([F:36])([F:35])[F:34].Cl. (4) The reactants are: [NH2:1][C:2]1[CH:6]=[C:5]([C:7]2[CH:12]=[CH:11][N:10]=[CH:9][CH:8]=2)[S:4][C:3]=1[C:13]([NH2:15])=[O:14].[O:16]1[CH2:20][CH2:19][C:18](=O)[CH2:17]1.O.C1(C)C=CC(S(O)(=O)=O)=CC=1.C(=O)([O-])O.[Na+]. Given the product [N:10]1[CH:9]=[CH:8][C:7]([C:5]2[S:4][C:3]3[C:13](=[O:14])[NH:15][C:18]4([CH2:19][CH2:20][O:16][CH2:17]4)[NH:1][C:2]=3[CH:6]=2)=[CH:12][CH:11]=1, predict the reactants needed to synthesize it. (5) Given the product [Cl:22][C:23](=[N:24][S:25][N:5]([Si:6]([CH3:9])([CH3:8])[CH3:7])[Si:2]([CH3:4])([CH3:3])[CH3:1])[C:27]#[N:26], predict the reactants needed to synthesize it. The reactants are: [CH3:1][Si:2]([N-:5][Si:6]([CH3:9])([CH3:8])[CH3:7])([CH3:4])[CH3:3].[Li+].C1COCC1.C1CCCCC1.[Cl:22][C:23]1[C:27](Cl)=[N:26][S:25][N:24]=1.O. (6) Given the product [NH2:24][C:22]1[CH:21]=[CH:20][C:3]([O:4][C:5]2[CH:10]=[CH:9][N:8]=[C:7]([NH:11][C:12]([N:14]3[CH2:15][CH2:16][O:17][CH2:18][CH2:19]3)=[O:13])[CH:6]=2)=[C:2]([F:1])[CH:23]=1, predict the reactants needed to synthesize it. The reactants are: [F:1][C:2]1[CH:23]=[C:22]([N+:24]([O-])=O)[CH:21]=[CH:20][C:3]=1[O:4][C:5]1[CH:10]=[CH:9][N:8]=[C:7]([NH:11][C:12]([N:14]2[CH2:19][CH2:18][O:17][CH2:16][CH2:15]2)=[O:13])[CH:6]=1.[Cl-].[NH4+].CN(C)C=O. (7) Given the product [CH:24]([CH:21]1[CH2:22][CH2:23][N:18]([C:11]([O:13][C:14]([CH3:17])([CH3:16])[CH3:15])=[O:12])[CH2:19][CH2:20]1)=[O:25], predict the reactants needed to synthesize it. The reactants are: C(Cl)(=O)C(Cl)=O.CS(C)=O.[C:11]([N:18]1[CH2:23][CH2:22][CH:21]([CH2:24][OH:25])[CH2:20][CH2:19]1)([O:13][C:14]([CH3:17])([CH3:16])[CH3:15])=[O:12]. (8) The reactants are: [NH:1]1[C:9]2[C:4](=[CH:5][CH:6]=[CH:7][CH:8]=2)[C:3]2([C:21]3[C:12](=[CH:13][C:14]4[O:19][CH2:18][CH2:17][O:16][C:15]=4[CH:20]=3)[O:11][CH2:10]2)[C:2]1=[O:22].N1C2C(=CC=CC=2)[C@@]2(C3C(=CC4OCCOC=4C=3)OC2)C1=O.Br[CH2:46][C:47]1[CH:52]=[CH:51][C:50]([F:53])=[CH:49][C:48]=1[Cl:54].BrCCCCC. Given the product [Cl:54][C:48]1[CH:49]=[C:50]([F:53])[CH:51]=[CH:52][C:47]=1[CH2:46][N:1]1[C:9]2[C:4](=[CH:5][CH:6]=[CH:7][CH:8]=2)[C:3]2([C:21]3[C:12](=[CH:13][C:14]4[O:19][CH2:18][CH2:17][O:16][C:15]=4[CH:20]=3)[O:11][CH2:10]2)[C:2]1=[O:22], predict the reactants needed to synthesize it.